Task: Regression. Given a peptide amino acid sequence and an MHC pseudo amino acid sequence, predict their binding affinity value. This is MHC class I binding data.. Dataset: Peptide-MHC class I binding affinity with 185,985 pairs from IEDB/IMGT (1) The peptide sequence is NELSLALGL. The MHC is HLA-B44:02 with pseudo-sequence HLA-B44:02. The binding affinity (normalized) is 0.444. (2) The peptide sequence is NSSYWRQGY. The MHC is HLA-A02:01 with pseudo-sequence HLA-A02:01. The binding affinity (normalized) is 0.0847. (3) The peptide sequence is NSDPNTPDK. The MHC is HLA-B58:01 with pseudo-sequence HLA-B58:01. The binding affinity (normalized) is 0.0847. (4) The peptide sequence is DYDDVVHEV. The MHC is HLA-B18:01 with pseudo-sequence HLA-B18:01. The binding affinity (normalized) is 0.0847. (5) The peptide sequence is HVLLPFYET. The MHC is HLA-A02:03 with pseudo-sequence HLA-A02:03. The binding affinity (normalized) is 0.0914. (6) The peptide sequence is LQDDFDFNY. The MHC is HLA-A02:16 with pseudo-sequence HLA-A02:16. The binding affinity (normalized) is 0.0847. (7) The peptide sequence is DLKRIGASL. The MHC is HLA-B57:01 with pseudo-sequence HLA-B57:01. The binding affinity (normalized) is 0.0847. (8) The peptide sequence is KASEYLQLV. The binding affinity (normalized) is 0.518. The MHC is HLA-A02:06 with pseudo-sequence HLA-A02:06. (9) The peptide sequence is TRLNAWVKVV. The MHC is HLA-B58:01 with pseudo-sequence HLA-B58:01. The binding affinity (normalized) is 0. (10) The peptide sequence is ESQMLIPKSY. The MHC is HLA-A01:01 with pseudo-sequence HLA-A01:01. The binding affinity (normalized) is 0.165.